Dataset: Full USPTO retrosynthesis dataset with 1.9M reactions from patents (1976-2016). Task: Predict the reactants needed to synthesize the given product. (1) Given the product [C:29]([NH:28][C:27]([O:26][CH2:25][C:21]1[C:20]([F:33])=[C:19]([N:16]2[CH2:17][CH2:18][N:13]([C:10]3[CH:11]=[CH:12][C:7]([C:5]([OH:6])=[O:4])=[N:8][CH:9]=3)[CH2:14][CH2:15]2)[CH:24]=[CH:23][CH:22]=1)=[O:32])(=[NH:30])[NH2:31], predict the reactants needed to synthesize it. The reactants are: [OH-].[Na+].C[O:4][C:5]([C:7]1[CH:12]=[CH:11][C:10]([N:13]2[CH2:18][CH2:17][N:16]([C:19]3[CH:24]=[CH:23][CH:22]=[C:21]([CH2:25][O:26][C:27](=[O:32])[NH:28][C:29](=[NH:31])[NH2:30])[C:20]=3[F:33])[CH2:15][CH2:14]2)=[CH:9][N:8]=1)=[O:6].C1COCC1.Cl. (2) Given the product [CH2:1]([O:3][C:4](=[O:9])[CH2:5][C@@H:6]([O:8][CH2:14][C:15]1[CH:20]=[CH:19][CH:18]=[CH:17][CH:16]=1)[CH3:7])[CH3:2], predict the reactants needed to synthesize it. The reactants are: [CH2:1]([O:3][C:4](=[O:9])[CH2:5][C@@H:6]([OH:8])[CH3:7])[CH3:2].ClC(Cl)(Cl)C(=N)O[CH2:14][C:15]1[CH:20]=[CH:19][CH:18]=[CH:17][CH:16]=1. (3) Given the product [Br:26][C:12]1[S:11][C:4]2[NH:5][C:6](=[O:10])[C:7]([C:8]#[N:9])=[C:2]([OH:1])[C:3]=2[C:13]=1[C:14]1[CH:19]=[CH:18][C:17]([C:20]#[C:21][CH2:22][CH2:23][CH2:24][OH:25])=[CH:16][CH:15]=1, predict the reactants needed to synthesize it. The reactants are: [OH:1][C:2]1[C:3]2[C:13]([C:14]3[CH:19]=[CH:18][C:17]([C:20]#[C:21][CH2:22][CH2:23][CH2:24][OH:25])=[CH:16][CH:15]=3)=[CH:12][S:11][C:4]=2[NH:5][C:6](=[O:10])[C:7]=1[C:8]#[N:9].[Br:26]NC(=O)CCC(N)=O.